From a dataset of Forward reaction prediction with 1.9M reactions from USPTO patents (1976-2016). Predict the product of the given reaction. (1) Given the reactants C([NH:4][C@H:5]([CH2:11][C:12]1[CH:17]=[CH:16][C:15]([CH2:18][CH3:19])=[C:14]([CH2:20][CH3:21])[CH:13]=1)[C:6]([O:8]CC)=[O:7])(=O)C, predict the reaction product. The product is: [NH2:4][C@H:5]([CH2:11][C:12]1[CH:17]=[CH:16][C:15]([CH2:18][CH3:19])=[C:14]([CH2:20][CH3:21])[CH:13]=1)[C:6]([OH:8])=[O:7]. (2) Given the reactants [F:1][C:2]1[CH:7]=[CH:6][C:5]([C:8]2([C:18]3[CH:23]=[CH:22][C:21]([F:24])=[CH:20][CH:19]=3)[CH2:12][CH2:11][N:10]([CH2:13][C:14]([OH:16])=O)[C:9]2=[O:17])=[CH:4][CH:3]=1.FC1C=CC([C:32]2([C:43]3[CH:48]=[CH:47][C:46](F)=CC=3)[CH2:37][CH2:36][CH2:35][N:34](CC(O)=O)[C:33]2=O)=CC=1.C1C2C(=CC=CC=2)CCN1.C1(C2(C3C=CC=CC=3)CCNC2)C=CC=CC=1, predict the reaction product. The product is: [CH2:33]1[C:32]2[C:37](=[CH:46][CH:47]=[CH:48][CH:43]=2)[CH2:36][CH2:35][N:34]1[C:14](=[O:16])[CH2:13][N:10]1[CH2:11][CH2:12][C:8]([C:5]2[CH:6]=[CH:7][C:2]([F:1])=[CH:3][CH:4]=2)([C:18]2[CH:23]=[CH:22][C:21]([F:24])=[CH:20][CH:19]=2)[C:9]1=[O:17]. (3) Given the reactants F[C:2]1[CH:7]=[C:6]([F:8])[CH:5]=[CH:4][C:3]=1[C:9]1[N:14]=[CH:13][N:12]=[C:11]([NH:15][C:16]2[CH:21]=[CH:20][CH:19]=[C:18]([CH2:22][S:23]([CH3:26])(=[O:25])=[O:24])[CH:17]=2)[N:10]=1.[F:27][C:28]([F:38])([F:37])[C:29]1[CH:36]=[CH:35][C:32]([CH2:33][OH:34])=[CH:31][CH:30]=1, predict the reaction product. The product is: [F:8][C:6]1[CH:5]=[CH:4][C:3]([C:9]2[N:14]=[CH:13][N:12]=[C:11]([NH:15][C:16]3[CH:21]=[CH:20][CH:19]=[C:18]([CH2:22][S:23]([CH3:26])(=[O:25])=[O:24])[CH:17]=3)[N:10]=2)=[C:2]([O:34][CH2:33][C:32]2[CH:31]=[CH:30][C:29]([C:28]([F:27])([F:37])[F:38])=[CH:36][CH:35]=2)[CH:7]=1. (4) Given the reactants [ClH:1].[C:2]([C:4]1[CH:9]=[CH:8][C:7]([N:10]2[CH2:15][CH2:14][CH:13]([C:16]([N:18]3[CH2:23][C@H:22]([CH3:24])[NH:21][C@H:20]([CH3:25])[CH2:19]3)=[O:17])[CH2:12][CH2:11]2)=[CH:6][CH:5]=1)#[N:3].[C:26]1(=O)[CH2:29][CH2:28][CH2:27]1.C(O[BH-](OC(=O)C)OC(=O)C)(=O)C.[Na+].Cl, predict the reaction product. The product is: [ClH:1].[CH:26]1([N:21]2[C@@H:20]([CH3:25])[CH2:19][N:18]([C:16]([CH:13]3[CH2:14][CH2:15][N:10]([C:7]4[CH:6]=[CH:5][C:4]([C:2]#[N:3])=[CH:9][CH:8]=4)[CH2:11][CH2:12]3)=[O:17])[CH2:23][C@H:22]2[CH3:24])[CH2:29][CH2:28][CH2:27]1.